This data is from Catalyst prediction with 721,799 reactions and 888 catalyst types from USPTO. The task is: Predict which catalyst facilitates the given reaction. (1) Reactant: [CH:1]1(B(O)O)[CH2:3][CH2:2]1.C(=O)([O-])[O-].[Na+].[Na+].[CH:13]1(P(C2CCCCC2)C2C=CC=CC=2C2C(OC)=CC=CC=2OC)CCCC[CH2:14]1.Br[C:43]1[C:44]([CH:54]2[CH2:56][CH2:55]2)=[C:45]2[O:53][C:46]2=[C:47]([CH:52]=1)[C:48]([O:50][CH3:51])=[O:49]. Product: [CH:54]1([C:44]2[C:43]([CH:1]3[CH2:3][CH2:2]3)=[CH:52][C:47]([C:48]([O:50][CH3:51])=[O:49])=[C:46]([O:53][CH2:13][CH3:14])[CH:45]=2)[CH2:56][CH2:55]1. The catalyst class is: 491. (2) Reactant: [F:1][C:2]1[CH:3]=[CH:4][C:5]([C:8]2[CH:13]=[CH:12][C:11]([CH2:14][C:15]([C:18]3[NH:19][CH:20]=[C:21]([CH2:23][C:24]([CH3:31])([C:27]([F:30])([F:29])[F:28])[CH:25]=[CH2:26])[N:22]=3)([OH:17])[CH3:16])=[CH:10][CH:9]=2)=[N:6][CH:7]=1. Product: [F:1][C:2]1[CH:3]=[CH:4][C:5]([C:8]2[CH:9]=[CH:10][C:11]([CH2:14][C:15]([C:18]3[NH:19][CH:20]=[C:21]([CH2:23][C:24]([CH3:31])([C:27]([F:30])([F:29])[F:28])[CH2:25][CH3:26])[N:22]=3)([OH:17])[CH3:16])=[CH:12][CH:13]=2)=[N:6][CH:7]=1. The catalyst class is: 19. (3) Reactant: [OH:1][CH2:2][C@H:3]1[CH2:8][CH2:7][C@H:6]([NH:9][C:10](=[O:16])[O:11][C:12]([CH3:15])([CH3:14])[CH3:13])[CH2:5][CH2:4]1.C(N(CC)CC)C.[C:24]1([CH3:34])[CH:29]=[CH:28][C:27]([S:30](Cl)(=[O:32])=[O:31])=[CH:26][CH:25]=1.O. Product: [CH3:34][C:24]1[CH:29]=[CH:28][C:27]([S:30]([O:1][CH2:2][C@H:3]2[CH2:4][CH2:5][C@H:6]([NH:9][C:10]([O:11][C:12]([CH3:13])([CH3:15])[CH3:14])=[O:16])[CH2:7][CH2:8]2)(=[O:32])=[O:31])=[CH:26][CH:25]=1. The catalyst class is: 172.